From a dataset of NCI-60 drug combinations with 297,098 pairs across 59 cell lines. Regression. Given two drug SMILES strings and cell line genomic features, predict the synergy score measuring deviation from expected non-interaction effect. Drug 1: CC(C)(C#N)C1=CC(=CC(=C1)CN2C=NC=N2)C(C)(C)C#N. Drug 2: COC1=C2C(=CC3=C1OC=C3)C=CC(=O)O2. Cell line: SK-MEL-5. Synergy scores: CSS=4.67, Synergy_ZIP=1.28, Synergy_Bliss=2.30, Synergy_Loewe=3.75, Synergy_HSA=1.56.